This data is from Catalyst prediction with 721,799 reactions and 888 catalyst types from USPTO. The task is: Predict which catalyst facilitates the given reaction. (1) Reactant: [C:1]([O:5][C:6]([N:8]1[CH2:13][CH2:12][CH:11]([SH:14])[CH2:10][CH2:9]1)=[O:7])([CH3:4])([CH3:3])[CH3:2].[H-].[Na+].[F:17][C:18]1[CH:23]=[C:22]([F:24])[CH:21]=[CH:20][C:19]=1[C@@:25]1([CH2:29][N:30]2[CH:34]=[N:33][CH:32]=[N:31]2)[C@H:27](C)[O:26]1.[C:35](OCC)(=O)C. Product: [F:17][C:18]1[CH:23]=[C:22]([F:24])[CH:21]=[CH:20][C:19]=1[C@@:25]([OH:26])([C@:29]([N:30]1[CH:34]=[N:33][CH:32]=[N:31]1)([S:14][CH:11]1[CH2:12][CH2:13][N:8]([C:6]([O:5][C:1]([CH3:4])([CH3:2])[CH3:3])=[O:7])[CH2:9][CH2:10]1)[CH3:35])[CH3:27]. The catalyst class is: 9. (2) Reactant: Cl.[NH2:2]O.[CH:4]([C:6]1[S:10][CH:9]=[C:8]([N:11]([C:20]([O:22][C:23]([CH3:26])([CH3:25])[CH3:24])=[O:21])[NH:12][C:13]([O:15][C:16]([CH3:19])([CH3:18])[CH3:17])=[O:14])[CH:7]=1)=O.C(OC(=O)C)(=O)C. Product: [C:4]([C:6]1[S:10][CH:9]=[C:8]([N:11]([C:20]([O:22][C:23]([CH3:26])([CH3:25])[CH3:24])=[O:21])[NH:12][C:13]([O:15][C:16]([CH3:19])([CH3:18])[CH3:17])=[O:14])[CH:7]=1)#[N:2]. The catalyst class is: 17. (3) Reactant: [CH3:1][O:2][CH2:3][CH2:4][N:5]1[CH2:10][CH2:9][CH:8]([NH:11]CC2OC(C3C=C4C(=CC=3)C(=NO)CC4)=C(C3C=CN=CC=3)C=2)[CH2:7][CH2:6]1.FC(F)(F)C(O)=O. Product: [CH3:1][O:2][CH2:3][CH2:4][N:5]1[CH2:6][CH2:7][CH:8]([NH2:11])[CH2:9][CH2:10]1. The catalyst class is: 4. (4) Reactant: [C:1]1(=[CH:6][C:7]#[N:8])[CH2:5][CH2:4][CH2:3][CH2:2]1.[NH3:9]. The catalyst class is: 5. Product: [NH2:9][C:1]1([CH2:6][C:7]#[N:8])[CH2:5][CH2:4][CH2:3][CH2:2]1. (5) Reactant: [N:1]1[CH:6]=[CH:5][CH:4]=[C:3]([CH2:7][C:8]2[CH:9]=[N:10][CH:11]=[CH:12][CH:13]=2)[CH:2]=1.[Li+].CC([N-]C(C)C)C.[Br:22][C:23]1[N:28]=[C:27]([CH:29](Cl)[C:30]2[CH:31]=[C:32]([CH:35]=[CH:36][CH:37]=2)[C:33]#[N:34])[CH:26]=[CH:25][CH:24]=1. Product: [Br:22][C:23]1[N:28]=[C:27]([CH:29]([C:30]2[CH:31]=[C:32]([CH:35]=[CH:36][CH:37]=2)[C:33]#[N:34])[CH:7]([C:8]2[CH:9]=[N:10][CH:11]=[CH:12][CH:13]=2)[C:3]2[CH:2]=[N:1][CH:6]=[CH:5][CH:4]=2)[CH:26]=[CH:25][CH:24]=1. The catalyst class is: 1. (6) Reactant: Cl[C:2]1[C:3]2[CH2:11][N:10]([C:12]3[CH:19]=[CH:18][C:17]([CH3:20])=[CH:16][C:13]=3[C:14]#[N:15])[CH2:9][CH2:8][C:4]=2[N:5]=[CH:6][N:7]=1.[NH2:21][C@@H:22]([C:26]1[CH:27]=[N:28][C:29]([CH3:32])=[CH:30][CH:31]=1)[CH2:23][CH2:24][OH:25].C(N(CC)C(C)C)(C)C. Product: [OH:25][CH2:24][CH2:23][C@@H:22]([NH:21][C:2]1[C:3]2[CH2:11][N:10]([C:12]3[CH:19]=[CH:18][C:17]([CH3:20])=[CH:16][C:13]=3[C:14]#[N:15])[CH2:9][CH2:8][C:4]=2[N:5]=[CH:6][N:7]=1)[C:26]1[CH:27]=[N:28][C:29]([CH3:32])=[CH:30][CH:31]=1. The catalyst class is: 10. (7) The catalyst class is: 1. Product: [CH2:5]1[C:2]2[CH:9]=[CH:8][C:7]([C:15]([C:16]3[CH:21]=[CH:20][CH:19]=[CH:18][CH:17]=3)([C:23]3[CH:28]=[CH:27][CH:26]=[CH:25][CH:24]=3)[OH:22])=[CH:6][C:3]=2[CH2:4]1. Reactant: Br[C:2]12[CH:9]=[CH:8][CH:7]=[CH:6][CH:3]1[CH2:4][CH2:5]2.C([Li])CCC.[C:15]([C:23]1[CH:28]=[CH:27][CH:26]=[CH:25][CH:24]=1)(=[O:22])[C:16]1[CH:21]=[CH:20][CH:19]=[CH:18][CH:17]=1. (8) Reactant: [O:1]=[C:2]1[C:11]2[C:6](=[CH:7][C:8]([C:12]([OH:14])=O)=[CH:9][CH:10]=2)[NH:5][C:4](=[S:15])[N:3]1[CH2:16][C:17]1[CH:22]=[CH:21][CH:20]=[CH:19][N:18]=1.[Cl:23][C:24]1[CH:31]=[CH:30][C:27]([CH2:28][NH2:29])=[CH:26][CH:25]=1.CCN(C(C)C)C(C)C.CN(C(ON1N=NC2C=CC=NC1=2)=[N+](C)C)C.F[P-](F)(F)(F)(F)F. Product: [Cl:23][C:24]1[CH:31]=[CH:30][C:27]([CH2:28][NH:29][C:12]([C:8]2[CH:7]=[C:6]3[C:11]([C:2](=[O:1])[N:3]([CH2:16][C:17]4[CH:22]=[CH:21][CH:20]=[CH:19][N:18]=4)[C:4](=[S:15])[NH:5]3)=[CH:10][CH:9]=2)=[O:14])=[CH:26][CH:25]=1. The catalyst class is: 3. (9) Reactant: [CH3:1][C:2]1[CH2:7][CH2:6][CH:5]([NH2:8])[CH2:4][CH:3]=1.[C:9]([O:13][C:14](O[C:14]([O:13][C:9]([CH3:12])([CH3:11])[CH3:10])=[O:15])=[O:15])([CH3:12])([CH3:11])[CH3:10]. Product: [CH3:1][C:2]1[CH2:7][CH2:6][CH:5]([NH:8][C:14](=[O:15])[O:13][C:9]([CH3:12])([CH3:11])[CH3:10])[CH2:4][CH:3]=1. The catalyst class is: 2. (10) Reactant: CN(C(ON1N=NC2C=CC=NC1=2)=[N+](C)C)C.F[P-](F)(F)(F)(F)F.[NH2:25][C:26]([C:28]1[NH:32][C:31]([C:33]([OH:35])=O)=[C:30]([Cl:36])[CH:29]=1)=[O:27].[NH2:37][CH2:38][C:39]1[C:40]([F:56])=[C:41]([O:46][C:47]2[CH:48]=[C:49]([CH:52]=[C:53]([Cl:55])[CH:54]=2)[C:50]#[N:51])[C:42]([Cl:45])=[CH:43][CH:44]=1.CCN(C(C)C)C(C)C. Product: [Cl:36][C:30]1[CH:29]=[C:28]([C:26]([NH2:25])=[O:27])[NH:32][C:31]=1[C:33]([NH:37][CH2:38][C:39]1[CH:44]=[CH:43][C:42]([Cl:45])=[C:41]([O:46][C:47]2[CH:48]=[C:49]([C:50]#[N:51])[CH:52]=[C:53]([Cl:55])[CH:54]=2)[C:40]=1[F:56])=[O:35]. The catalyst class is: 3.